This data is from Full USPTO retrosynthesis dataset with 1.9M reactions from patents (1976-2016). The task is: Predict the reactants needed to synthesize the given product. The reactants are: Br[C:2]1[CH:3]=[N:4][CH:5]=[C:6]([O:8][C:9]2[CH:14]=[CH:13][CH:12]=[CH:11][CH:10]=2)[CH:7]=1.[O:15]=O.[K+].O1CCOCCOCCOCCOCCOCC1.C(OCC)C.[CH3:41][S:42](C)=O. Given the product [OH:15][C:2]1[CH:3]=[N:4][CH:5]=[C:6]([O:8][C:9]2[CH:14]=[CH:13][CH:12]=[CH:11][CH:10]=2)[C:7]=1[S:42][CH3:41], predict the reactants needed to synthesize it.